Dataset: Catalyst prediction with 721,799 reactions and 888 catalyst types from USPTO. Task: Predict which catalyst facilitates the given reaction. (1) Reactant: Cl.[Br:2][C:3]1[CH:16]=[CH:15][C:6]([O:7][CH2:8][CH:9]2[CH2:14][CH2:13][NH:12][CH2:11][CH2:10]2)=[CH:5][CH:4]=1.C(Cl)CCl.C1C=CC2N(O)N=NC=2C=1.CCN(C(C)C)C(C)C.[F:40][C:41]([F:50])([F:49])[C:42]1([C:46](O)=[O:47])[CH2:45][CH2:44][CH2:43]1.C([O-])(O)=O.[Na+]. Product: [Br:2][C:3]1[CH:4]=[CH:5][C:6]([O:7][CH2:8][CH:9]2[CH2:10][CH2:11][N:12]([C:46]([C:42]3([C:41]([F:50])([F:49])[F:40])[CH2:45][CH2:44][CH2:43]3)=[O:47])[CH2:13][CH2:14]2)=[CH:15][CH:16]=1. The catalyst class is: 2. (2) Reactant: [C:1]([C:3]1[C:4]([CH2:22][CH:23]([CH3:25])[CH3:24])=[N:5][C:6]([CH2:20][CH3:21])=[C:7]([C:12]=1[C:13]1[CH:18]=[CH:17][C:16]([CH3:19])=[CH:15][CH:14]=1)[C:8]([O:10][CH3:11])=[O:9])#[N:2].N. Product: [NH2:2][CH2:1][C:3]1[C:4]([CH2:22][CH:23]([CH3:24])[CH3:25])=[N:5][C:6]([CH2:20][CH3:21])=[C:7]([C:12]=1[C:13]1[CH:14]=[CH:15][C:16]([CH3:19])=[CH:17][CH:18]=1)[C:8]([O:10][CH3:11])=[O:9]. The catalyst class is: 227. (3) Reactant: [Cl:1][C:2]1[CH:3]=[N:4][CH:5]=[C:6]([Cl:11])[C:7]=1[CH:8]=[N:9][OH:10].ClN1C(=O)CCC1=O.[CH:20]1([C:23](=O)[CH2:24][C:25]([O:27][CH2:28][CH3:29])=[O:26])[CH2:22][CH2:21]1.[O-]CC.[Na+].C(O)C. Product: [CH:20]1([C:23]2[O:10][N:9]=[C:8]([C:7]3[C:6]([Cl:11])=[CH:5][N:4]=[CH:3][C:2]=3[Cl:1])[C:24]=2[C:25]([O:27][CH2:28][CH3:29])=[O:26])[CH2:22][CH2:21]1. The catalyst class is: 782. (4) Reactant: O=P12OP3(OP(OP(O3)(O1)=O)(=O)O2)=O.[Cl:15][C:16]1[CH:30]=[CH:29][C:28]([N+:31]([O-:33])=[O:32])=[CH:27][C:17]=1[C:18]([NH:20][CH2:21][CH:22]([O:25]C)OC)=O. Product: [Cl:15][C:16]1[CH:30]=[CH:29][C:28]([N+:31]([O-:33])=[O:32])=[CH:27][C:17]=1[C:18]1[O:25][CH:22]=[CH:21][N:20]=1. The catalyst class is: 501. (5) Reactant: N[C:2]1[S:3][C:4]([C:10]([O:12][CH2:13][CH3:14])=[O:11])=[C:5]([CH:7]([CH3:9])[CH3:8])[N:6]=1.B(F)(F)F.CCOCC.N(OC(C)(C)C)=O.[Na].[OH-].[Na+]. Product: [CH3:9][CH:7]([C:5]1[N:6]=[CH:2][S:3][C:4]=1[C:10]([O:12][CH2:13][CH3:14])=[O:11])[CH3:8]. The catalyst class is: 20.